From a dataset of Forward reaction prediction with 1.9M reactions from USPTO patents (1976-2016). Predict the product of the given reaction. (1) Given the reactants [Cl:1][C:2]1[CH:3]=[C:4]([CH:6]=[CH:7][C:8]=1[O:9][C:10]1[C:19]2[C:14](=[CH:15][C:16]([O:22][CH3:23])=[C:17]([O:20][CH3:21])[CH:18]=2)[N:13]=[CH:12][N:11]=1)[NH2:5].C(N(CC)CC)C.ClC(Cl)(O[C:35](=[O:41])OC(Cl)(Cl)Cl)Cl.[NH2:43][C:44]1[S:45][CH:46]=[CH:47][N:48]=1, predict the reaction product. The product is: [Cl:1][C:2]1[CH:3]=[C:4]([NH:5][C:35]([NH:43][C:44]2[S:45][CH:46]=[CH:47][N:48]=2)=[O:41])[CH:6]=[CH:7][C:8]=1[O:9][C:10]1[C:19]2[C:14](=[CH:15][C:16]([O:22][CH3:23])=[C:17]([O:20][CH3:21])[CH:18]=2)[N:13]=[CH:12][N:11]=1. (2) Given the reactants [N:1]([C@@H:4]1[C@@H:9](O)[C@H:8]([O:11][CH2:12][O:13][CH3:14])[CH2:7][C:6]([C:15]([O:17][CH3:18])=[O:16])=[CH:5]1)=[N+]=[N-].C1(P(C2C=CC=CC=2)C2C=CC=CC=2)C=CC=CC=1.CCN(CC)CC.[C:45](OC(=O)C)(=[O:47])[CH3:46], predict the reaction product. The product is: [C:45]([N:1]1[C@@H:4]2[C@H:9]1[C@H:8]([O:11][CH2:12][O:13][CH3:14])[CH2:7][C:6]([C:15]([O:17][CH3:18])=[O:16])=[CH:5]2)(=[O:47])[CH3:46].